Dataset: Forward reaction prediction with 1.9M reactions from USPTO patents (1976-2016). Task: Predict the product of the given reaction. (1) Given the reactants [Fe+3:1].[O-:2][P:3]([O:6][P:7]([O-:10])([O-:9])=[O:8])(=[O:5])[O-:4], predict the reaction product. The product is: [O-:4][P:3]([O:6][P:7]([O-:10])([O-:9])=[O:8])(=[O:2])[O-:5].[Fe+3:1].[O-:4][P:3]([O:6][P:7]([O-:10])([O-:9])=[O:8])(=[O:2])[O-:5].[O-:4][P:3]([O:6][P:7]([O-:10])([O-:9])=[O:8])(=[O:2])[O-:5].[Fe+3:1].[Fe+3:1].[Fe+3:1]. (2) Given the reactants [Cl:1][C:2]1[CH:7]=[CH:6][C:5]([C:8]([OH:10])=O)=[CH:4][N:3]=1.S(Cl)(Cl)=O.[NH2:15][C:16]([CH3:20])([CH3:19])[CH2:17]O.O, predict the reaction product. The product is: [ClH:1].[Cl:1][C:2]1[CH:7]=[CH:6][C:5]([C:8]2[O:10][CH2:17][C:16]([CH3:20])([CH3:19])[N:15]=2)=[CH:4][N:3]=1.